This data is from Full USPTO retrosynthesis dataset with 1.9M reactions from patents (1976-2016). The task is: Predict the reactants needed to synthesize the given product. Given the product [C:18]([C:17]1[CH:16]=[C:15]([C:20]2[O:24][N:23]=[C:22]([C:25]3[C:26]([CH3:35])=[C:27]4[C:32](=[CH:33][CH:34]=3)[CH2:31][N:30]([CH2:37][C:38]([O:40][C:41]([CH3:44])([CH3:43])[CH3:42])=[O:39])[CH2:29][CH2:28]4)[N:21]=2)[CH:14]=[N:13][C:12]=1[O:11][CH:9]([CH3:8])[CH3:10])#[N:19], predict the reactants needed to synthesize it. The reactants are: FC(F)(F)C(O)=O.[CH3:8][CH:9]([O:11][C:12]1[C:17]([C:18]#[N:19])=[CH:16][C:15]([C:20]2[O:24][N:23]=[C:22]([C:25]3[C:26]([CH3:35])=[C:27]4[C:32](=[CH:33][CH:34]=3)[CH2:31][NH:30][CH2:29][CH2:28]4)[N:21]=2)=[CH:14][N:13]=1)[CH3:10].Br[CH2:37][C:38]([O:40][C:41]([CH3:44])([CH3:43])[CH3:42])=[O:39].C(=O)([O-])[O-].[K+].[K+].